From a dataset of Forward reaction prediction with 1.9M reactions from USPTO patents (1976-2016). Predict the product of the given reaction. Given the reactants [CH:1]1([NH:4][C:5]2[N:13]=[C:12]([C:14]([F:17])([F:16])[F:15])[CH:11]=[CH:10][C:6]=2[C:7]([OH:9])=O)[CH2:3][CH2:2]1.CCN=C=NCCCN(C)C.C1C=CC2N(O)N=NC=2C=1.CCN(C(C)C)C(C)C.[CH3:48][C:49]([NH2:53])([C:51]#[CH:52])[CH3:50], predict the reaction product. The product is: [CH:1]1([NH:4][C:5]2[N:13]=[C:12]([C:14]([F:17])([F:16])[F:15])[CH:11]=[CH:10][C:6]=2[C:7]([NH:53][C:49]([CH3:50])([C:51]#[CH:52])[CH3:48])=[O:9])[CH2:2][CH2:3]1.